This data is from Forward reaction prediction with 1.9M reactions from USPTO patents (1976-2016). The task is: Predict the product of the given reaction. Given the reactants Br[C:2]1[C:7]([C:8]2[CH:13]=[CH:12][C:11]([CH3:14])=[CH:10][CH:9]=2)=[N:6][NH:5][C:4](=[O:15])[CH:3]=1.[Cl:16][C:17]1[CH:18]=[C:19](B(O)O)[CH:20]=[CH:21][CH:22]=1.C([O-])([O-])=O.[K+].[K+], predict the reaction product. The product is: [Cl:16][C:17]1[CH:22]=[C:21]([C:2]2[C:7]([C:8]3[CH:13]=[CH:12][C:11]([CH3:14])=[CH:10][CH:9]=3)=[N:6][NH:5][C:4](=[O:15])[CH:3]=2)[CH:20]=[CH:19][CH:18]=1.